From a dataset of Catalyst prediction with 721,799 reactions and 888 catalyst types from USPTO. Predict which catalyst facilitates the given reaction. (1) Reactant: [C:1](C1NC=CN=1)(C1NC=CN=1)=[O:2].[N:13]1[CH:18]=[CH:17][CH:16]=[C:15]([CH2:19][OH:20])[CH:14]=1.[I:21][C:22]1[CH:28]=[CH:27][C:25]([NH2:26])=[CH:24][CH:23]=1.C1CCN2C(=NCCC2)CC1.C(N(CC)CC)C. Product: [I:21][C:22]1[CH:28]=[CH:27][C:25]([NH:26][C:1](=[O:2])[O:20][CH2:19][C:15]2[CH:14]=[N:13][CH:18]=[CH:17][CH:16]=2)=[CH:24][CH:23]=1. The catalyst class is: 7. (2) Reactant: [F:1][C:2]1[CH:3]=[C:4]([CH:8]=[C:9]([F:13])[C:10]=1[CH:11]=[O:12])[C:5](O)=[O:6].C(Cl)(=O)C(Cl)=O.[CH3:20][NH2:21].Cl. Product: [F:1][C:2]1[CH:3]=[C:4]([CH:8]=[C:9]([F:13])[C:10]=1[CH:11]=[O:12])[C:5]([NH:21][CH3:20])=[O:6]. The catalyst class is: 120. (3) Reactant: C1CCC(N=C=NC2CCCCC2)CC1.CCN(C(C)C)C(C)C.[NH:25]1[C:33]2[C:28](=[CH:29][CH:30]=[CH:31][CH:32]=2)[C:27](/[CH:34]=[CH:35]/[C:36]([OH:38])=O)=[CH:26]1.[NH2:39][C:40]1[CH:41]=[C:42]([CH:47]=[CH:48][C:49]=1[OH:50])[C:43]([NH:45][CH3:46])=[O:44]. Product: [NH:25]1[C:33]2[C:28](=[CH:29][CH:30]=[CH:31][CH:32]=2)[C:27]([CH:34]=[CH:35][C:36]([NH:39][C:40]2[CH:41]=[C:42]([CH:47]=[CH:48][C:49]=2[OH:50])[C:43]([NH:45][CH3:46])=[O:44])=[O:38])=[CH:26]1. The catalyst class is: 1. (4) Reactant: [O:1]([C:8]1[N:13]=[N:12][C:11]([CH2:14][CH2:15][CH2:16][O:17][C:18]2[CH:23]=[CH:22][C:21]([CH2:24][OH:25])=[CH:20][CH:19]=2)=[CH:10][CH:9]=1)[C:2]1[CH:7]=[CH:6][CH:5]=[CH:4][CH:3]=1. Product: [O:1]([C:8]1[N:13]=[N:12][C:11]([CH2:14][CH2:15][CH2:16][O:17][C:18]2[CH:19]=[CH:20][C:21]([CH:24]=[O:25])=[CH:22][CH:23]=2)=[CH:10][CH:9]=1)[C:2]1[CH:3]=[CH:4][CH:5]=[CH:6][CH:7]=1. The catalyst class is: 485.